This data is from Reaction yield outcomes from USPTO patents with 853,638 reactions. The task is: Predict the reaction yield, written as a fraction of the theoretical maximum amount of product (1.0 means a 100% yield; for example, 0.34 means a 34% yield). (1) The reactants are [Br:1][C:2]1[CH:10]=[CH:9][C:5]([C:6]([OH:8])=[O:7])=[C:4]([Cl:11])[CH:3]=1.C(OC(O[C:15]([CH3:18])([CH3:17])[CH3:16])=O)(O[C:15]([CH3:18])([CH3:17])[CH3:16])=O. The catalyst is C1COCC1.CN(C1C=CN=CC=1)C.CCOC(C)=O. The product is [Br:1][C:2]1[CH:10]=[CH:9][C:5]([C:6]([O:8][C:15]([CH3:18])([CH3:17])[CH3:16])=[O:7])=[C:4]([Cl:11])[CH:3]=1. The yield is 0.510. (2) The reactants are C([O:5][C:6]([CH2:8][N:9]1[CH2:14][CH2:13][CH2:12][N:11]([CH:15]2[CH2:20][CH2:19][N:18]([C:21]([O:23][CH2:24][C:25]3[CH:30]=[CH:29][CH:28]=[CH:27][CH:26]=3)=[O:22])[CH2:17][CH2:16]2)[C:10]1=[O:31])=O)(C)(C)C.[BH4-].[Li+].N. The catalyst is C1COCC1. The product is [OH:5][CH2:6][CH2:8][N:9]1[CH2:14][CH2:13][CH2:12][N:11]([CH:15]2[CH2:20][CH2:19][N:18]([C:21]([O:23][CH2:24][C:25]3[CH:26]=[CH:27][CH:28]=[CH:29][CH:30]=3)=[O:22])[CH2:17][CH2:16]2)[C:10]1=[O:31]. The yield is 0.990. (3) The product is [CH3:1][S:2]([C:5]1[CH:10]=[CH:9][C:8]([C:11]2[CH:16]=[CH:15][C:14]([O:17][CH3:26])=[C:13]([O:22][CH3:19])[CH:12]=2)=[CH:7][CH:6]=1)(=[O:4])=[O:3]. The reactants are [CH3:1][S:2]([C:5]1[CH:10]=[CH:9][C:8]([C:11]2[CH:16]=[CH:15][C:14]([OH:17])=[C:13](O)[CH:12]=2)=[CH:7][CH:6]=1)(=[O:4])=[O:3].[C:19](=[O:22])([O-])[O-].[K+].[K+].[I-].[CH4:26]. The catalyst is CC(CC)=O. The yield is 0.600. (4) The reactants are [CH3:1][C:2]1[C:6]([CH2:7][N:8]2[CH:12]=[C:11]([N:13]3[C:17](=[O:18])[CH2:16][NH:15][C:14]3=[O:19])[CH:10]=[N:9]2)=[C:5]([CH3:20])[O:4][N:3]=1.Br[CH2:22][C:23]1[CH:28]=[CH:27][C:26]([O:29][CH3:30])=[CH:25][CH:24]=1. No catalyst specified. The product is [CH3:1][C:2]1[C:6]([CH2:7][N:8]2[CH:12]=[C:11]([N:13]3[C:17](=[O:18])[CH2:16][N:15]([CH2:22][C:23]4[CH:28]=[CH:27][C:26]([O:29][CH3:30])=[CH:25][CH:24]=4)[C:14]3=[O:19])[CH:10]=[N:9]2)=[C:5]([CH3:20])[O:4][N:3]=1. The yield is 0.190. (5) The reactants are [C:1]([N:8]1[CH2:15][C@@H:14]([N:16]([C:25](=[O:27])[CH3:26])[CH:17]2[CH2:22][CH2:21][C:20]([CH3:24])([CH3:23])[CH2:19][CH2:18]2)[CH2:13][C@H:9]1[C:10](O)=[O:11])([O:3][C:4]([CH3:7])([CH3:6])[CH3:5])=[O:2].CCN(C(C)C)C(C)C.[CH3:37][N:38]1[CH2:43][CH2:42][NH:41][CH2:40][CH2:39]1.CN(C(ON1N=NC2C=CC=CC1=2)=[N+](C)C)C.F[P-](F)(F)(F)(F)F. The catalyst is CN(C=O)C. The product is [C:1]([N:8]1[CH2:15][C@@H:14]([N:16]([C:25](=[O:27])[CH3:26])[CH:17]2[CH2:22][CH2:21][C:20]([CH3:23])([CH3:24])[CH2:19][CH2:18]2)[CH2:13][C@H:9]1[C:10]([N:41]1[CH2:42][CH2:43][N:38]([CH3:37])[CH2:39][CH2:40]1)=[O:11])([O:3][C:4]([CH3:5])([CH3:6])[CH3:7])=[O:2]. The yield is 0.950. (6) The reactants are [Cl:1][C:2]1[C:3]([NH:31][C:32]2[CH:41]=[CH:40][CH:39]=[CH:38][C:33]=2[C:34]([NH:36][CH3:37])=[O:35])=[N:4][C:5]([NH:8][C:9]2[CH:10]=[CH:11][C:12]3[CH2:18][CH:17]([N:19]4[CH2:24][CH2:23][N:22]([CH2:25][CH2:26][OH:27])[CH2:21][CH2:20]4)[CH2:16][CH2:15][CH2:14][C:13]=3[C:28]=2[O:29][CH3:30])=[N:6][CH:7]=1.Cl. The catalyst is C(O)C. The product is [ClH:1].[Cl:1][C:2]1[C:3]([NH:31][C:32]2[CH:41]=[CH:40][CH:39]=[CH:38][C:33]=2[C:34]([NH:36][CH3:37])=[O:35])=[N:4][C:5]([NH:8][C:9]2[CH:10]=[CH:11][C:12]3[CH2:18][CH:17]([N:19]4[CH2:24][CH2:23][N:22]([CH2:25][CH2:26][OH:27])[CH2:21][CH2:20]4)[CH2:16][CH2:15][CH2:14][C:13]=3[C:28]=2[O:29][CH3:30])=[N:6][CH:7]=1. The yield is 1.00.